Dataset: Catalyst prediction with 721,799 reactions and 888 catalyst types from USPTO. Task: Predict which catalyst facilitates the given reaction. (1) Reactant: [C:1]12([N:6]3[C:10]4[N:11]=[C:12]([NH:15][CH2:16][C:17]5[CH:22]=[CH:21][C:20]([O:23][CH3:24])=[CH:19][CH:18]=5)[N:13]=[CH:14][C:9]=4[C:8]([C:25]([C:27]4[CH:28]=[N:29][CH:30]=[C:31](Br)[CH:32]=4)=[O:26])=[CH:7]3)[CH2:5][CH:3]([CH2:4]1)[CH2:2]2.[C:34](=[NH:47])([C:41]1[CH:46]=[CH:45][CH:44]=[CH:43][CH:42]=1)[C:35]1[CH:40]=[CH:39][CH:38]=[CH:37][CH:36]=1.C(=O)([O-])[O-].[Cs+].[Cs+].C1C=CC(P(C2C(C3C(P(C4C=CC=CC=4)C4C=CC=CC=4)=CC=C4C=3C=CC=C4)=C3C(C=CC=C3)=CC=2)C2C=CC=CC=2)=CC=1. Product: [C:34](=[N:47][C:31]1[CH:32]=[C:27]([C:25]([C:8]2[C:9]3[CH:14]=[N:13][C:12]([NH:15][CH2:16][C:17]4[CH:22]=[CH:21][C:20]([O:23][CH3:24])=[CH:19][CH:18]=4)=[N:11][C:10]=3[N:6]([C:1]34[CH2:2][CH:3]([CH2:5]3)[CH2:4]4)[CH:7]=2)=[O:26])[CH:28]=[N:29][CH:30]=1)([C:41]1[CH:42]=[CH:43][CH:44]=[CH:45][CH:46]=1)[C:35]1[CH:40]=[CH:39][CH:38]=[CH:37][CH:36]=1. The catalyst class is: 222. (2) Reactant: [Br:1][C:2]1[CH:11]=[CH:10][C:5]([C:6]([NH:8][NH2:9])=[O:7])=[C:4]([CH3:12])[CH:3]=1.[CH:13]1([C:16]([N:18]2[CH2:22][CH2:21][C@@H:20]([CH2:23][NH:24][C:25](N3C=CN=C3)=[O:26])[CH2:19]2)=[O:17])[CH2:15][CH2:14]1. Product: [Br:1][C:2]1[CH:11]=[CH:10][C:5]([C:6]([NH:8][NH:9][C:25]([NH:24][CH2:23][C@@H:20]2[CH2:21][CH2:22][N:18]([C:16]([CH:13]3[CH2:14][CH2:15]3)=[O:17])[CH2:19]2)=[O:26])=[O:7])=[C:4]([CH3:12])[CH:3]=1. The catalyst class is: 1. (3) Reactant: [CH3:1][C:2]1[S:3][C:4]([C:7]2[CH:12]=[CH:11][CH:10]=[CH:9][C:8]=2[N+:13]([O-])=O)=[N:5][N:6]=1.[Cl-].[NH4+].C(O)(C)C. Product: [CH3:1][C:2]1[S:3][C:4]([C:7]2[CH:12]=[CH:11][CH:10]=[CH:9][C:8]=2[NH2:13])=[N:5][N:6]=1. The catalyst class is: 150. (4) Reactant: [CH3:1][C:2]1[C:3](S(C)(=O)=O)=[N:4][C:5]([N:8]2[CH:12]=[C:11]([C:13]([F:16])([F:15])[F:14])[CH:10]=[N:9]2)=[N:6][CH:7]=1.[OH:21][C:22]1[CH:26]=[C:25]([C:27]([F:30])([F:29])[F:28])[S:24][CH:23]=1.C([O-])([O-])=O.[K+].[K+].O. Product: [CH3:1][C:2]1[C:3]([O:21][C:22]2[CH:26]=[C:25]([C:27]([F:30])([F:29])[F:28])[S:24][CH:23]=2)=[N:4][C:5]([N:8]2[CH:12]=[C:11]([C:13]([F:14])([F:15])[F:16])[CH:10]=[N:9]2)=[N:6][CH:7]=1. The catalyst class is: 3. (5) Reactant: Cl.[CH3:2][O:3][NH:4][CH3:5].[F:13][C:12]([F:15])([F:14])[C:11](O[C:11](=[O:16])[C:12]([F:15])([F:14])[F:13])=[O:16].N1C=CC=CC=1. Product: [CH3:2][O:3][N:4]([CH3:5])[C:11](=[O:16])[C:12]([F:13])([F:14])[F:15]. The catalyst class is: 2. (6) Reactant: [C:1]12([CH2:11][C:12]([NH:14][C:15]3[CH:24]=[CH:23][CH:22]=[C:21]4[C:16]=3[CH:17]=[CH:18][C:19](Cl)=[N:20]4)=[O:13])[CH2:10][CH:5]3[CH2:6][CH:7]([CH2:9][CH:3]([CH2:4]3)[CH2:2]1)[CH2:8]2.[CH2:26]([CH2:28][NH2:29])[OH:27].C(=O)([O-])[O-].[K+].[K+]. Product: [C:1]12([CH2:11][C:12]([NH:14][C:15]3[CH:24]=[CH:23][CH:22]=[C:21]4[C:16]=3[CH:17]=[CH:18][C:19]([NH:29][CH2:28][CH2:26][OH:27])=[N:20]4)=[O:13])[CH2:10][CH:5]3[CH2:6][CH:7]([CH2:9][CH:3]([CH2:4]3)[CH2:2]1)[CH2:8]2. The catalyst class is: 60. (7) Reactant: [C:1]([N:5]1[C:9]2[CH:10]=[CH:11][CH:12]=[CH:13][C:8]=2[O:7][C:6]1=[O:14])(=[O:4])[CH2:2][CH3:3].C(N(CC)CC)C.[CH:22](=[O:26])[CH2:23][CH2:24][CH3:25]. Product: [CH3:3][C@H:2]([C@@H:22]([OH:26])[CH2:23][CH2:24][CH3:25])[C:1]([N:5]1[C:9]2[CH:10]=[CH:11][CH:12]=[CH:13][C:8]=2[O:7][C:6]1=[O:14])=[O:4]. The catalyst class is: 388.